From a dataset of Reaction yield outcomes from USPTO patents with 853,638 reactions. Predict the reaction yield, written as a fraction of the theoretical maximum amount of product (1.0 means a 100% yield; for example, 0.34 means a 34% yield). The reactants are [OH:1][CH2:2][CH2:3][CH2:4][C:5]1[CH:20]=[CH:19][C:8]([O:9][C:10]2[CH:18]=[CH:17][C:13]([C:14]([NH2:16])=[O:15])=[CH:12][N:11]=2)=[CH:7][CH:6]=1.C(N(CC)CC)C.S(=O)(=O)=O.N1C=CC=CC=1. The catalyst is CS(C)=O. The product is [O:1]=[CH:2][CH2:3][CH2:4][C:5]1[CH:6]=[CH:7][C:8]([O:9][C:10]2[CH:18]=[CH:17][C:13]([C:14]([NH2:16])=[O:15])=[CH:12][N:11]=2)=[CH:19][CH:20]=1. The yield is 0.360.